Dataset: Full USPTO retrosynthesis dataset with 1.9M reactions from patents (1976-2016). Task: Predict the reactants needed to synthesize the given product. Given the product [C:40]([O:42][CH2:35][CH2:34][CH2:33][S:30]([N:27]1[CH2:28][CH2:29][N:24]([CH2:23][C:21]2[CH:20]=[CH:19][C:3]([O:4][CH:5]3[CH2:10][CH2:9][N:8]([C:11]4[N:12]=[CH:13][C:14]([CH2:17][CH3:18])=[CH:15][N:16]=4)[CH2:7][CH2:6]3)=[C:2]([Cl:1])[CH:22]=2)[CH2:25][CH2:26]1)(=[O:31])=[O:32])(=[O:41])[CH3:39], predict the reactants needed to synthesize it. The reactants are: [Cl:1][C:2]1[CH:22]=[C:21]([CH2:23][N:24]2[CH2:29][CH2:28][N:27]([S:30]([CH2:33][CH2:34][CH2:35]Cl)(=[O:32])=[O:31])[CH2:26][CH2:25]2)[CH:20]=[CH:19][C:3]=1[O:4][CH:5]1[CH2:10][CH2:9][N:8]([C:11]2[N:16]=[CH:15][C:14]([CH2:17][CH3:18])=[CH:13][N:12]=2)[CH2:7][CH2:6]1.[Na+].[I-].[CH3:39][C:40]([O-:42])=[O:41].[Na+].